Dataset: Catalyst prediction with 721,799 reactions and 888 catalyst types from USPTO. Task: Predict which catalyst facilitates the given reaction. (1) Reactant: [F:1][C:2]1[CH:3]=[C:4]2[C:9](=[CH:10][CH:11]=1)[N:8]=[C:7]([CH:12]([NH:14]C(=O)OC(C)(C)C)[CH3:13])[C:6]([C:22]1[CH:27]=[CH:26][CH:25]=[CH:24][N:23]=1)=[C:5]2[C:28]1[O:29][C:30]([CH3:33])=[N:31][N:32]=1.O1CCOCC1. Product: [F:1][C:2]1[CH:3]=[C:4]2[C:9](=[CH:10][CH:11]=1)[N:8]=[C:7]([CH:12]([NH2:14])[CH3:13])[C:6]([C:22]1[CH:27]=[CH:26][CH:25]=[CH:24][N:23]=1)=[C:5]2[C:28]1[O:29][C:30]([CH3:33])=[N:31][N:32]=1. The catalyst class is: 473. (2) Reactant: C[N:2](C)/[CH:3]=[CH:4]/[C:5]([C:7]1[CH:15]=[C:14]2[C:10]([C:11]([CH2:24][CH3:25])=[N:12][N:13]2COCC[Si](C)(C)C)=[CH:9][CH:8]=1)=O.Cl.[Br:28][C:29]1[CH:34]=[CH:33][C:32]([NH:35]N)=[CH:31][CH:30]=1. Product: [Br:28][C:29]1[CH:34]=[CH:33][C:32]([N:35]2[C:5]([C:7]3[CH:15]=[C:14]4[C:10]([C:11]([CH2:24][CH3:25])=[N:12][NH:13]4)=[CH:9][CH:8]=3)=[CH:4][CH:3]=[N:2]2)=[CH:31][CH:30]=1. The catalyst class is: 8.